Dataset: Catalyst prediction with 721,799 reactions and 888 catalyst types from USPTO. Task: Predict which catalyst facilitates the given reaction. Reactant: [Cl:1][C:2]1[N:3]=[C:4](Cl)[C:5]2[N:10]([CH3:11])[CH:9]=[CH:8][C:6]=2[N:7]=1.[NH2:13][CH2:14][CH:15]1[CH2:18][N:17]([C:19]([O:21][C:22]([CH3:25])([CH3:24])[CH3:23])=[O:20])[CH2:16]1.C(N(CC)C(C)C)(C)C. Product: [Cl:1][C:2]1[N:3]=[C:4]([NH:13][CH2:14][CH:15]2[CH2:18][N:17]([C:19]([O:21][C:22]([CH3:25])([CH3:24])[CH3:23])=[O:20])[CH2:16]2)[C:5]2[N:10]([CH3:11])[CH:9]=[CH:8][C:6]=2[N:7]=1. The catalyst class is: 7.